From a dataset of Full USPTO retrosynthesis dataset with 1.9M reactions from patents (1976-2016). Predict the reactants needed to synthesize the given product. Given the product [CH3:1][S:2]([C:5]1[CH:10]=[CH:9][C:8]([C:11]2[C:12]3[N:13]([N:17]=[C:18]([NH:20][C:22]4[CH:27]=[CH:26][C:25]([N:28]5[CH2:29][CH2:30][CH:31]([N:34]6[CH2:35][CH2:36][O:37][CH2:38][CH2:39]6)[CH2:32][CH2:33]5)=[CH:24][CH:23]=4)[N:19]=3)[CH:14]=[CH:15][CH:16]=2)=[CH:7][CH:6]=1)(=[O:3])=[O:4], predict the reactants needed to synthesize it. The reactants are: [CH3:1][S:2]([C:5]1[CH:10]=[CH:9][C:8]([C:11]2[C:12]3[N:13]([N:17]=[C:18]([NH2:20])[N:19]=3)[CH:14]=[CH:15][CH:16]=2)=[CH:7][CH:6]=1)(=[O:4])=[O:3].Br[C:22]1[CH:27]=[CH:26][C:25]([N:28]2[CH2:33][CH2:32][CH:31]([N:34]3[CH2:39][CH2:38][O:37][CH2:36][CH2:35]3)[CH2:30][CH2:29]2)=[CH:24][CH:23]=1.C1(P(C2CCCCC2)C2C=CC=CC=2C2C=CC=CC=2P(C2CCCCC2)C2CCCCC2)CCCCC1.